Dataset: Catalyst prediction with 721,799 reactions and 888 catalyst types from USPTO. Task: Predict which catalyst facilitates the given reaction. (1) Reactant: [NH2:1][C:2]1[S:3][C:4]([C:17]#[N:18])=[C:5]([C:7]2[CH:12]=[CH:11][N:10]=[C:9](S(C)(=O)=O)[N:8]=2)[N:6]=1.NC1SC(C#N)=C(C2C=CN=C(S(C)=O)N=2)N=1.[CH3:36][C:37]1[CH:38]=[C:39]([CH:41]=[C:42]([CH3:44])[CH:43]=1)[NH2:40]. Product: [NH2:1][C:2]1[S:3][C:4]([C:17]#[N:18])=[C:5]([C:7]2[CH:12]=[CH:11][N:10]=[C:9]([NH:40][C:39]3[CH:41]=[C:42]([CH3:44])[CH:43]=[C:37]([CH3:36])[CH:38]=3)[N:8]=2)[N:6]=1. The catalyst class is: 2. (2) Reactant: Br[C:2]1[CH:3]=[N:4][C:5]([N:8]2[CH2:13][CH2:12]C[C@H:10]([CH2:14][N:15]3[C:19]4=[N:20][C:21]([C:24]5[CH:25]=[N:26][N:27]([CH3:29])[CH:28]=5)=[CH:22][N:23]=[C:18]4[N:17]=[N:16]3)[CH2:9]2)=[N:6][CH:7]=1.[CH3:30][N:31]1[CH2:36][CH2:35][N:34]([CH2:37][C:38]2[CH:43]=[CH:42][C:41](B3OC(C)(C)C(C)(C)O3)=[CH:40][CH:39]=2)[CH2:33][CH2:32]1.C([O-])([O-])=[O:54].[K+].[K+]. Product: [CH3:29][N:27]1[CH:28]=[C:24]([C:21]2[N:20]=[C:19]3[N:15]([CH2:14][C@H:10]4[O:54][CH2:12][CH2:13][N:8]([C:5]5[N:4]=[CH:3][C:2]([C:41]6[CH:40]=[CH:39][C:38]([CH2:37][N:34]7[CH2:33][CH2:32][N:31]([CH3:30])[CH2:36][CH2:35]7)=[CH:43][CH:42]=6)=[CH:7][N:6]=5)[CH2:9]4)[N:16]=[N:17][C:18]3=[N:23][CH:22]=2)[CH:25]=[N:26]1. The catalyst class is: 117. (3) Reactant: C[O:2][C:3](=O)[CH2:4][C:5]1[CH:10]=[CH:9][C:8]([O:11][CH3:12])=[C:7]([C:13]#[N:14])[CH:6]=1.O.[NH2:17][NH2:18].C(OC(=O)C)C. Product: [C:13]([C:7]1[CH:6]=[C:5]([CH2:4][C:3]([NH:17][NH2:18])=[O:2])[CH:10]=[CH:9][C:8]=1[O:11][CH3:12])#[N:14]. The catalyst class is: 5. (4) Reactant: [Cl:1][C:2]1[CH:3]=[C:4]([CH2:9][C:10]([O:12][CH3:13])=[O:11])[CH:5]=[CH:6][C:7]=1[Cl:8].[H-].[Na+].[CH2:16]([O:18][C:19]([N:21]1[C:30]2[C:25](=[CH:26][C:27]([C:31]([F:34])([F:33])[F:32])=[CH:28][CH:29]=2)[CH:24](Br)[CH2:23][C@H:22]1[CH2:36][CH3:37])=[O:20])[CH3:17].Cl.[OH-].[Na+]. Product: [CH2:16]([O:18][C:19]([N:21]1[C:30]2[C:25](=[CH:26][C:27]([C:31]([F:34])([F:32])[F:33])=[CH:28][CH:29]=2)[CH:24]([CH:9]([C:4]2[CH:5]=[CH:6][C:7]([Cl:8])=[C:2]([Cl:1])[CH:3]=2)[C:10]([O:12][CH3:13])=[O:11])[CH2:23][CH:22]1[CH2:36][CH3:37])=[O:20])[CH3:17]. The catalyst class is: 782. (5) The catalyst class is: 2. Reactant: B(OS(C(F)(F)F)(=O)=O)(CCCC)CCCC.[CH:18]([C@H:21]1[CH2:25][O:24][C:23](=[O:26])[N:22]1[C:27](=[O:36])[CH2:28][CH2:29][C:30]1[CH:35]=[CH:34][CH:33]=[CH:32][CH:31]=1)([CH3:20])[CH3:19].CCN(C(C)C)C(C)C.[CH2:46]([O:53][C@H:54]1[CH2:58][N:57]([C:59]([O:61][C:62]([CH3:65])([CH3:64])[CH3:63])=[O:60])[C@H:56]([CH:66]=[O:67])[CH2:55]1)[C:47]1[CH:52]=[CH:51][CH:50]=[CH:49][CH:48]=1.P([O-])([O-])([O-])=O.OO. Product: [CH2:29]([C@H:28]([C:27]([N:22]1[C@@H:21]([CH:18]([CH3:20])[CH3:19])[CH2:25][O:24][C:23]1=[O:26])=[O:36])[C@@H:66]([CH:56]1[CH2:55][C@@H:54]([O:53][CH2:46][C:47]2[CH:48]=[CH:49][CH:50]=[CH:51][CH:52]=2)[CH2:58][N:57]1[C:59]([O:61][C:62]([CH3:65])([CH3:64])[CH3:63])=[O:60])[OH:67])[C:30]1[CH:31]=[CH:32][CH:33]=[CH:34][CH:35]=1.